From a dataset of Full USPTO retrosynthesis dataset with 1.9M reactions from patents (1976-2016). Predict the reactants needed to synthesize the given product. (1) Given the product [Cl:3][C:4]1[CH:5]=[C:6]([O:19][CH2:20][C:21]2[C:26]([F:27])=[CH:25][CH:24]=[CH:23][N:22]=2)[C:7]2[N:8]([C:10]([C:14]([OH:16])=[O:15])=[C:11]([CH3:13])[N:12]=2)[CH:9]=1, predict the reactants needed to synthesize it. The reactants are: [OH-].[Li+].[Cl:3][C:4]1[CH:5]=[C:6]([O:19][CH2:20][C:21]2[C:26]([F:27])=[CH:25][CH:24]=[CH:23][N:22]=2)[C:7]2[N:8]([C:10]([C:14]([O:16]CC)=[O:15])=[C:11]([CH3:13])[N:12]=2)[CH:9]=1.Cl. (2) Given the product [CH3:12][C@@:8]12[C@H:9]3[CH2:10][CH2:11][C@@:2]4([CH3:1])[C@H:3]([C@@H:4]3[CH2:5][CH:6]=[C:7]1[O:17][C:15](=[O:16])[CH2:14][CH2:13]2)[CH2:19][CH2:20][C:21]4=[O:22], predict the reactants needed to synthesize it. The reactants are: [CH3:1][C@@:2]12[C:21](=[O:22])[CH2:20][CH2:19][C@H:3]1[C@H:4]1[C@H:9]([CH2:10][CH2:11]2)[C@:8]([CH2:13][CH2:14][C:15]([OH:17])=[O:16])([CH3:12])[C:7](=O)[CH2:6][CH2:5]1.CC([O-])=O.[Na+]. (3) Given the product [Br:1][C:2]1[CH:3]=[C:4]2[C:7](=[O:8])[N:9]([C:10]3[CH:15]=[CH:14][C:13]([O:16][CH2:17][CH2:18][N:19]4[CH2:20][CH2:21][CH2:22][CH2:23]4)=[C:12]([O:24][CH3:25])[CH:11]=3)[CH2:28][CH2:27][N:5]2[CH:6]=1, predict the reactants needed to synthesize it. The reactants are: [Br:1][C:2]1[CH:3]=[C:4]([C:7]([NH:9][C:10]2[CH:15]=[CH:14][C:13]([O:16][CH2:17][CH2:18][N:19]3[CH2:23][CH2:22][CH2:21][CH2:20]3)=[C:12]([O:24][CH3:25])[CH:11]=2)=[O:8])[NH:5][CH:6]=1.Br[CH2:27][CH2:28]Br. (4) Given the product [CH2:12]([C:13]([OH:16])([CH2:7][CH3:10])[C:14](=[O:3])[CH3:15])[CH3:11], predict the reactants needed to synthesize it. The reactants are: C([O:3]C=C)C.[Li][C:7]([CH3:10])(C)C.[CH3:11][CH2:12][C:13](=[O:16])[CH2:14][CH3:15]. (5) Given the product [Cl:20][C:17]1[CH:18]=[CH:19][C:14]([C:4]2[S:5](=[O:13])(=[O:12])[N:6]([CH2:27][CH:24]3[CH2:26][CH2:25]3)[C:7]3([CH2:11][CH2:10][CH2:9][CH2:8]3)[C:3]=2[CH2:2][NH:23][CH2:21][CH3:22])=[CH:15][CH:16]=1, predict the reactants needed to synthesize it. The reactants are: Br[CH2:2][C:3]1[C:7]2([CH2:11][CH2:10][CH2:9][CH2:8]2)[NH:6][S:5](=[O:13])(=[O:12])[C:4]=1[C:14]1[CH:19]=[CH:18][C:17]([Cl:20])=[CH:16][CH:15]=1.[CH2:21]([NH2:23])[CH3:22].[CH:24]1([CH2:27]Br)[CH2:26][CH2:25]1. (6) Given the product [NH2:11][C:6]1[CH:7]=[CH:8][CH:9]=[C:10]2[C:5]=1[C:4](=[O:14])[N:3]([CH3:15])[CH:2]2[CH3:16], predict the reactants needed to synthesize it. The reactants are: O[C:2]1([CH3:16])[C:10]2[C:5](=[C:6]([N+:11]([O-])=O)[CH:7]=[CH:8][CH:9]=2)[C:4](=[O:14])[N:3]1[CH3:15].[H][H]. (7) The reactants are: [OH:1][C:2]1[CH:7]=[CH:6][C:5]([C:8]2[N:17]([CH3:18])[C:16](=[O:19])[C:15]3[C:10](=[CH:11][CH:12]=[CH:13][CH:14]=3)[N:9]=2)=[C:4]([CH3:20])[CH:3]=1.O[CH:22]1[CH2:27][CH2:26][N:25](C(OC(C)(C)C)=O)[CH2:24][CH2:23]1.C1(P(C2C=CC=CC=2)C2C=CC=CC=2)C=CC=CC=1.N(C(OC(C)C)=O)=NC(OC(C)C)=O. Given the product [CH3:18][N:17]1[C:16](=[O:19])[C:15]2[C:10](=[CH:11][CH:12]=[CH:13][CH:14]=2)[N:9]=[C:8]1[C:5]1[CH:6]=[CH:7][C:2]([O:1][CH:22]2[CH2:27][CH2:26][NH:25][CH2:24][CH2:23]2)=[CH:3][C:4]=1[CH3:20], predict the reactants needed to synthesize it. (8) Given the product [C:3]([O:7][C:8](=[O:22])[N:9]([C:37]([C:33]1[N:34]=[CH:35][O:36][C:32]=1[C:29]1[CH:30]=[CH:31][C:26]([F:25])=[CH:27][CH:28]=1)=[O:38])[C:10]1[N:11]=[C:12]([CH2:15][CH2:16][CH2:17][CH2:18][C:19](=[O:21])[CH3:20])[O:13][CH:14]=1)([CH3:6])([CH3:4])[CH3:5], predict the reactants needed to synthesize it. The reactants are: N#N.[C:3]([O:7][C:8](=[O:22])[NH:9][C:10]1[N:11]=[C:12]([CH2:15][CH2:16][CH2:17][CH2:18][C:19](=[O:21])[CH3:20])[O:13][CH:14]=1)([CH3:6])([CH3:5])[CH3:4].[H-].[Na+].[F:25][C:26]1[CH:31]=[CH:30][C:29]([C:32]2[O:36][CH:35]=[N:34][C:33]=2[C:37](Cl)=[O:38])=[CH:28][CH:27]=1.